Predict the product of the given reaction. From a dataset of Forward reaction prediction with 1.9M reactions from USPTO patents (1976-2016). The product is: [F:1][C:2]1[CH:3]=[CH:4][CH:5]=[C:6]2[C:11]=1[NH:10][C:9](=[O:12])[N:8]([CH:13]1[CH2:14][CH2:15][N:16]([C:19]([NH:21][CH:22]([CH2:27][C:28]3[CH:29]=[C:30]4[C:34](=[C:35]([CH3:37])[CH:36]=3)[NH:33][N:32]=[CH:31]4)[C:23]([OH:25])=[O:24])=[O:20])[CH2:17][CH2:18]1)[CH2:7]2. Given the reactants [F:1][C:2]1[CH:3]=[CH:4][CH:5]=[C:6]2[C:11]=1[NH:10][C:9](=[O:12])[N:8]([CH:13]1[CH2:18][CH2:17][N:16]([C:19]([NH:21][CH:22]([CH2:27][C:28]3[CH:29]=[C:30]4[C:34](=[C:35]([CH3:37])[CH:36]=3)[NH:33][N:32]=[CH:31]4)[C:23]([O:25]C)=[O:24])=[O:20])[CH2:15][CH2:14]1)[CH2:7]2.O1CCCC1.CO.[OH-].[Li+], predict the reaction product.